Dataset: Reaction yield outcomes from USPTO patents with 853,638 reactions. Task: Predict the reaction yield, written as a fraction of the theoretical maximum amount of product (1.0 means a 100% yield; for example, 0.34 means a 34% yield). (1) The reactants are [NH:1]1[CH:5]=[C:4]([C:6]2[CH:7]=[C:8]([NH:12][C:13](=O)[C:14]3[CH:19]=[CH:18][CH:17]=[CH:16][CH:15]=3)[CH:9]=[CH:10][CH:11]=2)[N:3]=[N:2]1.[H-].[Al+3].[Li+].[H-].[H-].[H-].O.[O-]S([O-])(=O)=O.[Na+].[Na+]. The catalyst is C1COCC1.O1CCOCC1. The product is [CH2:13]([NH:12][C:8]1[CH:9]=[CH:10][CH:11]=[C:6]([C:4]2[N:3]=[N:2][NH:1][CH:5]=2)[CH:7]=1)[C:14]1[CH:15]=[CH:16][CH:17]=[CH:18][CH:19]=1. The yield is 0.600. (2) The reactants are C([O:3][C:4]([C:6]1[C:7]([C:12]2[CH:17]=[CH:16][C:15]([F:18])=[C:14]([F:19])[CH:13]=2)=[N:8][O:9][C:10]=1[CH3:11])=O)C.C(OC(C1C(C2C=CC=C(F)C=2)=NOC=1C)=O)C. No catalyst specified. The product is [F:19][C:14]1[CH:13]=[C:12]([C:7]2[C:6]([CH2:4][OH:3])=[C:10]([CH3:11])[O:9][N:8]=2)[CH:17]=[CH:16][C:15]=1[F:18]. The yield is 0.480. (3) The reactants are [CH2:1]([N:8]1[C:17](=[O:18])[C:16]2[C:11](=[CH:12][C:13]([Cl:19])=[CH:14][CH:15]=2)[N:10]=[C:9]1[CH:20](Br)[CH:21]([CH3:23])[CH3:22])[C:2]1[CH:7]=[CH:6][CH:5]=[CH:4][CH:3]=1.C(N(CC)CC)C.[NH:32]1[CH:36]=[CH:35][N:34]=[CH:33]1. The catalyst is CN(C=O)C.[I-].C([N+](CCCC)(CCCC)CCCC)CCC. The product is [CH2:1]([N:8]1[C:17](=[O:18])[C:16]2[C:11](=[CH:12][C:13]([Cl:19])=[CH:14][CH:15]=2)[N:10]=[C:9]1[CH:20]([N:32]1[CH:36]=[CH:35][N:34]=[CH:33]1)[CH:21]([CH3:23])[CH3:22])[C:2]1[CH:7]=[CH:6][CH:5]=[CH:4][CH:3]=1. The yield is 0.160. (4) The yield is 0.800. The catalyst is CO.C1COCC1.[Pd]. The product is [CH:1]1([C:7]2[C:8]3[CH:9]=[CH:10][C:11]4[C:12](=[O:33])[NH:13][CH2:14][CH2:15][CH2:16][CH2:17][CH2:18][CH2:19][NH:20][C:21](=[O:32])[CH2:22][N:23]([C:30]=3[CH:31]=4)[C:24]=2[C:25]2[CH:29]=[CH:28][O:27][CH:26]=2)[CH2:6][CH2:5][CH2:4][CH2:3][CH2:2]1. The reactants are [CH:1]1([C:7]2[C:8]3[CH:9]=[CH:10][C:11]4[C:12](=[O:33])[NH:13][CH2:14][CH2:15][CH:16]=[CH:17][CH2:18][CH2:19][NH:20][C:21](=[O:32])[CH2:22][N:23]([C:30]=3[CH:31]=4)[C:24]=2[C:25]2[CH:29]=[CH:28][O:27][CH:26]=2)[CH2:6][CH2:5][CH2:4][CH2:3][CH2:2]1. (5) The reactants are [NH2:1][C:2]1[N:7]=[CH:6][N:5]=[C:4]2[N:8]([CH2:25][C@H:26]([NH:28]C(=O)OC(C)(C)C)[CH3:27])[N:9]=[C:10]([C:11]3[CH:16]=[CH:15][C:14]([O:17][C:18]4[CH:23]=[CH:22][CH:21]=[CH:20][CH:19]=4)=[CH:13][C:12]=3[F:24])[C:3]=12.Cl. The catalyst is C(Cl)Cl.O1CCOCC1. The product is [NH2:28][C@H:26]([CH3:27])[CH2:25][N:8]1[C:4]2=[N:5][CH:6]=[N:7][C:2]([NH2:1])=[C:3]2[C:10]([C:11]2[CH:16]=[CH:15][C:14]([O:17][C:18]3[CH:19]=[CH:20][CH:21]=[CH:22][CH:23]=3)=[CH:13][C:12]=2[F:24])=[N:9]1. The yield is 0.900. (6) The reactants are C(OC(=O)[NH:7][CH2:8][CH2:9][CH2:10][CH2:11][C:12]1[CH:17]=[CH:16][C:15]([C:18](=[O:23])[NH:19][CH2:20][CH2:21][OH:22])=[CH:14][CH:13]=1)(C)(C)C.CO.[ClH:27]. No catalyst specified. The product is [ClH:27].[NH2:7][CH2:8][CH2:9][CH2:10][CH2:11][C:12]1[CH:17]=[CH:16][C:15]([C:18]([NH:19][CH2:20][CH2:21][OH:22])=[O:23])=[CH:14][CH:13]=1. The yield is 0.980.